From a dataset of Peptide-MHC class II binding affinity with 134,281 pairs from IEDB. Regression. Given a peptide amino acid sequence and an MHC pseudo amino acid sequence, predict their binding affinity value. This is MHC class II binding data. (1) The peptide sequence is LCVLAALVCYIVMPV. The MHC is DRB1_0101 with pseudo-sequence DRB1_0101. The binding affinity (normalized) is 0.362. (2) The peptide sequence is EEDIEIIPIQEEEY. The MHC is HLA-DQA10301-DQB10301 with pseudo-sequence HLA-DQA10301-DQB10301. The binding affinity (normalized) is 0.233. (3) The peptide sequence is ALSRVQSMFLGTGGS. The MHC is DRB1_1302 with pseudo-sequence DRB1_1302. The binding affinity (normalized) is 0.392. (4) The peptide sequence is SNKFHIRLIKGELSN. The MHC is DRB1_0101 with pseudo-sequence DRB1_0101. The binding affinity (normalized) is 0.981. (5) The peptide sequence is LLEFAVVLELAILSI. The MHC is HLA-DQA10101-DQB10501 with pseudo-sequence HLA-DQA10101-DQB10501. The binding affinity (normalized) is 0.129. (6) The peptide sequence is INELIASGSEKLASV. The MHC is HLA-DPA10103-DPB10301 with pseudo-sequence HLA-DPA10103-DPB10301. The binding affinity (normalized) is 0.244.